This data is from Reaction yield outcomes from USPTO patents with 853,638 reactions. The task is: Predict the reaction yield, written as a fraction of the theoretical maximum amount of product (1.0 means a 100% yield; for example, 0.34 means a 34% yield). (1) The reactants are [CH2:1]([O:8][C:9]1[CH:10]=[C:11]2[C:16](=[CH:17][CH:18]=1)[CH:15]=[C:14](Br)[C:13]([O:20][CH2:21][O:22][CH3:23])=[CH:12]2)[C:2]1[CH:7]=[CH:6][CH:5]=[CH:4][CH:3]=1.C[O:25][C:26]([C:28]1[CH:33]=[CH:32][C:31](B(O)O)=[CH:30][CH:29]=1)=[O:27]. No catalyst specified. The product is [CH2:1]([O:8][C:9]1[CH:10]=[C:11]2[C:16](=[CH:17][CH:18]=1)[CH:15]=[C:14]([C:31]1[CH:32]=[CH:33][C:28]([C:26]([OH:27])=[O:25])=[CH:29][CH:30]=1)[C:13]([O:20][CH2:21][O:22][CH3:23])=[CH:12]2)[C:2]1[CH:7]=[CH:6][CH:5]=[CH:4][CH:3]=1. The yield is 0.720. (2) The reactants are C(O[C:4](=[O:18])[C:5](=[N:11][NH:12][CH2:13][CH2:14][CH:15]([CH3:17])[CH3:16])[C:6]1[S:7][CH:8]=[CH:9][CH:10]=1)C.C([CH:21]([C:25](Cl)=[O:26])[C:22](Cl)=[O:23])C.[O-:28][CH2:29][CH3:30].[Na+].Cl. The catalyst is O1CCOCC1.CCOC(C)=O. The product is [CH2:29]([O:28][C:25]([C:21]1[C:22](=[O:23])[N:12]([CH2:13][CH2:14][CH:15]([CH3:16])[CH3:17])[N:11]=[C:5]([C:6]2[S:7][CH:8]=[CH:9][CH:10]=2)[C:4]=1[OH:18])=[O:26])[CH3:30]. The yield is 0.640.